Dataset: Forward reaction prediction with 1.9M reactions from USPTO patents (1976-2016). Task: Predict the product of the given reaction. The product is: [C:13]([O:12][C:11]([N:10]([CH2:9][C@@H:8]([C:4]1[CH:5]=[CH:6][CH:7]=[C:2]([Cl:1])[CH:3]=1)[OH:27])[CH2:18][CH2:19][C:20]1[CH:25]=[CH:24][C:23]([O:26][C:35]2[CH:36]=[CH:37][C:32]([C:30]([O:29][CH3:28])=[O:31])=[CH:33][CH:34]=2)=[CH:22][CH:21]=1)=[O:17])([CH3:16])([CH3:14])[CH3:15]. Given the reactants [Cl:1][C:2]1[CH:3]=[C:4]([C@@H:8]([OH:27])[CH2:9][N:10]([CH2:18][CH2:19][C:20]2[CH:25]=[CH:24][C:23]([OH:26])=[CH:22][CH:21]=2)[C:11](=[O:17])[O:12][C:13]([CH3:16])([CH3:15])[CH3:14])[CH:5]=[CH:6][CH:7]=1.[CH3:28][O:29][C:30]([C:32]1[CH:37]=[CH:36][C:35](B(O)O)=[CH:34][CH:33]=1)=[O:31].C(N(CC)CC)C, predict the reaction product.